This data is from Reaction yield outcomes from USPTO patents with 853,638 reactions. The task is: Predict the reaction yield, written as a fraction of the theoretical maximum amount of product (1.0 means a 100% yield; for example, 0.34 means a 34% yield). (1) The reactants are C(C1C=C[C:8]([O:11][CH2:12][C:13](OCC)=[O:14])=[CH:7]C=1)(=O)CC.[OH:18][C:19]1[CH:24]=[CH:23][C:22]([C:25](=[O:30])[CH2:26][CH2:27][CH2:28][CH3:29])=[CH:21][CH:20]=1.ClCCOCCO. No catalyst specified. The product is [OH:14][CH2:13][CH2:12][O:11][CH2:8][CH2:7][O:18][C:19]1[CH:20]=[CH:21][C:22]([C:25](=[O:30])[CH2:26][CH2:27][CH2:28][CH3:29])=[CH:23][CH:24]=1. The yield is 0.810. (2) The reactants are [CH3:1][C:2]1[C:10]2[C:9]([NH:11][C:12]3[CH:17]=[CH:16][CH:15]=[CH:14][C:13]=3[O:18][CH:19]3[CH2:23][CH2:22][NH:21][CH2:20]3)=[N:8][CH:7]=[N:6][C:5]=2[S:4][CH:3]=1.C(Cl)Cl.CN(C=O)C.[CH3:32][S:33](Cl)(=[O:35])=[O:34]. The catalyst is [OH-].[Na+]. The product is [CH3:32][S:33]([N:21]1[CH2:22][CH2:23][CH:19]([O:18][C:13]2[CH:14]=[CH:15][CH:16]=[CH:17][C:12]=2[NH:11][C:9]2[C:10]3[C:2]([CH3:1])=[CH:3][S:4][C:5]=3[N:6]=[CH:7][N:8]=2)[CH2:20]1)(=[O:35])=[O:34]. The yield is 0.440. (3) The reactants are [C:1]([C:5]1[CH:10]=[C:9]([F:11])[CH:8]=[CH:7][C:6]=1[OH:12])([CH3:4])([CH3:3])[CH3:2].CCN(CC)CC.Cl[C:21]([O:23][CH3:24])=[O:22]. The catalyst is O1CCOCC1. The product is [C:21](=[O:22])([O:23][CH3:24])[O:12][C:6]1[CH:7]=[CH:8][C:9]([F:11])=[CH:10][C:5]=1[C:1]([CH3:4])([CH3:2])[CH3:3]. The yield is 0.590. (4) The reactants are Br[C:2]1[C:11]2[C:6](=[CH:7][CH:8]=[CH:9][CH:10]=2)[CH:5]=[CH:4][C:3]=1[CH:12]([F:14])[F:13].C([Li])CCC.CN(C)[CH:22]=[O:23].[Cl-].[NH4+]. The catalyst is O1CCCC1. The product is [F:13][CH:12]([F:14])[C:3]1[CH:4]=[CH:5][C:6]2[C:11](=[CH:10][CH:9]=[CH:8][CH:7]=2)[C:2]=1[CH:22]=[O:23]. The yield is 0.740. (5) The reactants are [F:1][C:2]1[CH:3]=[C:4](B2OC(C)(C)C(C)(C)O2)[CH:5]=[C:6]2[C:11]=1[C:10](=[O:12])[N:9]([C:13]([O:15][C:16]([CH3:19])([CH3:18])[CH3:17])=[O:14])[CH2:8][CH2:7]2.B(O[O-])=[O:30].[Na+]. The catalyst is C1COCC1.O. The product is [F:1][C:2]1[CH:3]=[C:4]([OH:30])[CH:5]=[C:6]2[C:11]=1[C:10](=[O:12])[N:9]([C:13]([O:15][C:16]([CH3:19])([CH3:18])[CH3:17])=[O:14])[CH2:8][CH2:7]2. The yield is 0.826.